From a dataset of Full USPTO retrosynthesis dataset with 1.9M reactions from patents (1976-2016). Predict the reactants needed to synthesize the given product. (1) Given the product [Cl:36][C:14]1[N:13]=[C:12]2[CH:17]=[CH:18][CH:19]=[CH:20][C:11]2=[C:10]2[C:15]=1[C:6]1[CH:5]=[C:4]([O:32][CH3:33])[C:3]([O:2][CH3:1])=[CH:31][C:7]=1[C:8](=[O:30])[N:9]2[CH2:21][CH2:22][CH2:23][N:24]1[CH2:29][CH2:28][O:27][CH2:26][CH2:25]1, predict the reactants needed to synthesize it. The reactants are: [CH3:1][O:2][C:3]1[C:4]([O:32][CH3:33])=[CH:5][C:6]2[C:15]3[C:14](=O)[NH:13][C:12]4[CH:17]=[CH:18][CH:19]=[CH:20][C:11]=4[C:10]=3[N:9]([CH2:21][CH2:22][CH2:23][N:24]3[CH2:29][CH2:28][O:27][CH2:26][CH2:25]3)[C:8](=[O:30])[C:7]=2[CH:31]=1.O=P(Cl)(Cl)[Cl:36].P(Cl)(Cl)(Cl)(Cl)Cl. (2) Given the product [Br:7][C:8]1[C:13]([CH3:14])=[CH:12][C:11]([O:15][CH2:2][C@@H:3]([CH3:6])[CH2:4][OH:5])=[CH:10][C:9]=1[CH3:16], predict the reactants needed to synthesize it. The reactants are: Br[CH2:2][C@@H:3]([CH3:6])[CH2:4][OH:5].[Br:7][C:8]1[C:13]([CH3:14])=[CH:12][C:11]([OH:15])=[CH:10][C:9]=1[CH3:16].C(=O)([O-])[O-].[K+].[K+].O. (3) Given the product [Br:1][C:2]1[CH:10]=[CH:9][C:5]([C:6]([NH:21][CH2:20][C:15]2[CH:16]=[CH:17][CH:18]=[CH:19][C:14]=2[F:13])=[O:8])=[CH:4][C:3]=1[O:11][CH3:12], predict the reactants needed to synthesize it. The reactants are: [Br:1][C:2]1[CH:10]=[CH:9][C:5]([C:6]([OH:8])=O)=[CH:4][C:3]=1[O:11][CH3:12].[F:13][C:14]1[CH:19]=[CH:18][CH:17]=[CH:16][C:15]=1[CH2:20][NH2:21].